From a dataset of Reaction yield outcomes from USPTO patents with 853,638 reactions. Predict the reaction yield, written as a fraction of the theoretical maximum amount of product (1.0 means a 100% yield; for example, 0.34 means a 34% yield). The reactants are C[O:2][C:3]1[CH:12]=[CH:11][C:6]2[CH:7]=[C:8]([CH3:10])[O:9][C:5]=2[CH:4]=1.B(Br)(Br)Br.CNC(C1C2C=CC(O)=CC=2SC=1C)=O. No catalyst specified. The product is [OH:2][C:3]1[CH:12]=[CH:11][C:6]2[CH:7]=[C:8]([CH3:10])[O:9][C:5]=2[CH:4]=1. The yield is 0.750.